From a dataset of Reaction yield outcomes from USPTO patents with 853,638 reactions. Predict the reaction yield, written as a fraction of the theoretical maximum amount of product (1.0 means a 100% yield; for example, 0.34 means a 34% yield). (1) The reactants are [C:1]1(=[O:10])[C:9]2[C:4](=[CH:5][CH:6]=[CH:7][CH:8]=2)[CH2:3][NH:2]1.C(=O)([O-])[O-].[Cs+].[Cs+].[CH2:17]([O:24][C:25]1[CH:30]=[CH:29][C:28]([CH2:31]CCl)=[CH:27][CH:26]=1)[C:18]1[CH:23]=[CH:22][CH:21]=[CH:20][CH:19]=1. The catalyst is C(#N)C. The product is [CH2:17]([O:24][C:25]1[CH:26]=[CH:27][C:28]([CH2:31][N:2]2[CH2:3][C:4]3[C:9](=[CH:8][CH:7]=[CH:6][CH:5]=3)[C:1]2=[O:10])=[CH:29][CH:30]=1)[C:18]1[CH:19]=[CH:20][CH:21]=[CH:22][CH:23]=1. The yield is 0.330. (2) The reactants are [C:1]1([N:7]2[C:12](=[O:13])[C:11]3[S:14][CH:15]=[C:16]([C:17]4[CH:22]=[CH:21][CH:20]=[CH:19][CH:18]=4)[C:10]=3[N:9]=[CH:8]2)[CH:6]=[CH:5][CH:4]=[CH:3][CH:2]=1.N[C:24]1C(C2C=CC=CC=2)=CSC=1C(OC)=O.C(OCC)(OCC)OCC.C1(N)CCCCCC1. The catalyst is C(O)(=O)C. The product is [CH:1]1([N:7]2[C:12](=[O:13])[C:11]3[S:14][CH:15]=[C:16]([C:17]4[CH:18]=[CH:19][CH:20]=[CH:21][CH:22]=4)[C:10]=3[N:9]=[CH:8]2)[CH2:6][CH2:5][CH2:4][CH2:3][CH2:2][CH2:24]1. The yield is 0.930. (3) The reactants are [N:1]1[CH:6]=[CH:5][CH:4]=[CH:3][C:2]=1[C:7]1[N:11]2[N:12]=[CH:13][CH:14]=[CH:15][C:10]2=[CH:9][C:8]=1[CH2:16][OH:17]. The catalyst is O=[Mn]=O. The product is [N:1]1[CH:6]=[CH:5][CH:4]=[CH:3][C:2]=1[C:7]1[N:11]2[N:12]=[CH:13][CH:14]=[CH:15][C:10]2=[CH:9][C:8]=1[CH:16]=[O:17]. The yield is 0.920. (4) The reactants are [CH3:1][O:2][C:3](=[O:12])[C:4]1[CH:9]=[C:8]([Cl:10])[N:7]=[C:6](Cl)[CH:5]=1.C1(P(C2C=CC=CC=2)C2C=CC=CC=2)C=CC=CC=1.C([Sn](CCCC)(CCCC)[C:37]([O:39][CH2:40][CH3:41])=[CH2:38])CCC. The catalyst is C1C=CC([P]([Pd]([P](C2C=CC=CC=2)(C2C=CC=CC=2)C2C=CC=CC=2)([P](C2C=CC=CC=2)(C2C=CC=CC=2)C2C=CC=CC=2)[P](C2C=CC=CC=2)(C2C=CC=CC=2)C2C=CC=CC=2)(C2C=CC=CC=2)C2C=CC=CC=2)=CC=1.C1(C)C=CC=CC=1. The product is [CH3:1][O:2][C:3](=[O:12])[C:4]1[CH:5]=[C:6]([C:37]([O:39][CH2:40][CH3:41])=[CH2:38])[N:7]=[C:8]([Cl:10])[CH:9]=1. The yield is 0.840. (5) The reactants are [NH2:1][C:2]1[CH:16]=[CH:15][C:5]([CH2:6][P:7](=[O:14])([O:11][CH2:12][CH3:13])[O:8][CH2:9][CH3:10])=[CH:4][CH:3]=1.[C:17]1([C:23]2[O:27][N:26]=[CH:25][C:24]=2[CH2:28][CH2:29][CH2:30][C:31](O)=[O:32])[CH:22]=[CH:21][CH:20]=[CH:19][CH:18]=1.O.ON1C2C=CC=CC=2N=N1.Cl.C(N=C=NCCCN(C)C)C. The catalyst is O.CN(C)C=O. The product is [CH2:12]([O:11][P:7]([CH2:6][C:5]1[CH:4]=[CH:3][C:2]([NH:1][C:31](=[O:32])[CH2:30][CH2:29][CH2:28][C:24]2[CH:25]=[N:26][O:27][C:23]=2[C:17]2[CH:18]=[CH:19][CH:20]=[CH:21][CH:22]=2)=[CH:16][CH:15]=1)([O:8][CH2:9][CH3:10])=[O:14])[CH3:13]. The yield is 0.940.